From a dataset of Reaction yield outcomes from USPTO patents with 853,638 reactions. Predict the reaction yield, written as a fraction of the theoretical maximum amount of product (1.0 means a 100% yield; for example, 0.34 means a 34% yield). (1) The reactants are [N+:1]([C:4]1[CH:13]=[C:12]2[C:7]([CH2:8][CH2:9][N:10]([CH2:14][CH2:15][OH:16])[CH2:11]2)=[CH:6][CH:5]=1)([O-])=O.Cl.[N+](C1C=C2C(CCNC2)=CC=1)([O-])=O.C(=O)([O-])[O-].[K+].[K+].ICCO. The catalyst is C(#N)C. The product is [NH2:1][C:4]1[CH:13]=[C:12]2[C:7]([CH2:8][CH2:9][N:10]([CH2:14][CH2:15][OH:16])[CH2:11]2)=[CH:6][CH:5]=1. The yield is 0.310. (2) The reactants are [ClH:1].[NH2:2][C@@H:3]([CH3:9])[C:4]([O:6][CH2:7][CH3:8])=[O:5].[P:10](Cl)(Cl)(=[O:18])[O:11][C:12]1[CH:17]=[CH:16][CH:15]=[CH:14][CH:13]=1.C(N(CC)CC)C. The catalyst is C(Cl)Cl. The product is [Cl:1][C:13]1[CH:14]=[CH:15][CH:16]=[CH:17][C:12]=1[O:11][P:10](=[N:2][C@@H:3]([CH3:9])[C:4]([O:6][CH2:7][CH3:8])=[O:5])=[O:18]. The yield is 0.880. (3) The reactants are [OH:1][C:2]1[CH:7]=[CH:6][C:5]([C:8]2[C:9](=[O:23])[C:10]([CH3:22])([CH3:21])[O:11][C:12]=2[C:13]2[CH:18]=[CH:17][C:16]([O:19][CH3:20])=[CH:15][CH:14]=2)=[CH:4][CH:3]=1.C(=O)([O-])[O-].[Cs+].[Cs+].CN(C=O)C.[Cl:35][C:36]1[CH:37]=[CH:38][C:39]2[N:40]([CH:42]=[C:43]([CH2:45]Cl)[N:44]=2)[N:41]=1. The catalyst is O. The product is [Cl:35][C:36]1[CH:37]=[CH:38][C:39]2[N:40]([CH:42]=[C:43]([CH2:45][O:1][C:2]3[CH:3]=[CH:4][C:5]([C:8]4[C:9](=[O:23])[C:10]([CH3:21])([CH3:22])[O:11][C:12]=4[C:13]4[CH:18]=[CH:17][C:16]([O:19][CH3:20])=[CH:15][CH:14]=4)=[CH:6][CH:7]=3)[N:44]=2)[N:41]=1. The yield is 0.630.